Dataset: Reaction yield outcomes from USPTO patents with 853,638 reactions. Task: Predict the reaction yield, written as a fraction of the theoretical maximum amount of product (1.0 means a 100% yield; for example, 0.34 means a 34% yield). (1) The catalyst is C(#N)C. The yield is 0.924. The product is [C:19]([O:23][C:24]([N:10]1[C:18]2[CH:17]=[CH:16][N:15]=[CH:14][C:13]=2[CH:12]=[CH:11]1)=[O:25])([CH3:22])([CH3:21])[CH3:20]. The reactants are CN(C1C=CC=CN=1)C.[NH:10]1[C:18]2[C:13](=[CH:14][N:15]=[CH:16][CH:17]=2)[CH:12]=[CH:11]1.[C:19]([O:23][C:24](O[C:24]([O:23][C:19]([CH3:22])([CH3:21])[CH3:20])=[O:25])=[O:25])([CH3:22])([CH3:21])[CH3:20]. (2) The catalyst is CS(C)=O. The product is [CH3:1][O:2][C:3](=[O:16])[C:4]1[CH:9]=[C:8]([S:10]([CH3:13])(=[O:12])=[O:11])[C:7]([N:19]([CH3:20])[CH3:18])=[CH:6][C:5]=1[Cl:15]. The yield is 0.590. The reactants are [CH3:1][O:2][C:3](=[O:16])[C:4]1[CH:9]=[C:8]([S:10]([CH3:13])(=[O:12])=[O:11])[C:7](F)=[CH:6][C:5]=1[Cl:15].Cl.[CH3:18][NH:19][CH3:20].C(=O)([O-])[O-].[K+].[K+]. (3) The reactants are [CH3:1][CH:2]([O:4][C:5]1[CH:6]=[CH:7][C:8]([CH:11]([OH:13])[CH3:12])=[N:9][CH:10]=1)[CH3:3].CC1(C)N([O])C(C)(C)CCC1.ClN1C(=O)N(Cl)C(=O)N(Cl)C1=O. The catalyst is CC(C)=O. The product is [CH3:3][CH:2]([O:4][C:5]1[CH:6]=[CH:7][C:8]([C:11](=[O:13])[CH3:12])=[N:9][CH:10]=1)[CH3:1]. The yield is 0.940.